The task is: Binary Classification. Given a T-cell receptor sequence (or CDR3 region) and an epitope sequence, predict whether binding occurs between them.. This data is from TCR-epitope binding with 47,182 pairs between 192 epitopes and 23,139 TCRs. (1) Result: 1 (the TCR binds to the epitope). The TCR CDR3 sequence is CASSPQGVVGNEQFF. The epitope is AVFDRKSDAK. (2) The epitope is MLNIPSINV. The TCR CDR3 sequence is CASSIRSVYEQYF. Result: 0 (the TCR does not bind to the epitope).